The task is: Predict the reaction yield, written as a fraction of the theoretical maximum amount of product (1.0 means a 100% yield; for example, 0.34 means a 34% yield).. This data is from Reaction yield outcomes from USPTO patents with 853,638 reactions. (1) The reactants are [CH3:1][O:2][C:3]1[CH:8]=[CH:7][C:6]([C:9]2[C:17]3[C:12](=[CH:13][CH:14]=[C:15]([C:18]#[N:19])[CH:16]=3)[N:11](C3CCCCO3)[N:10]=2)=[CH:5][CH:4]=1.O1CCOCC1.Cl.O. The catalyst is CCOC(C)=O. The product is [CH3:1][O:2][C:3]1[CH:4]=[CH:5][C:6]([C:9]2[C:17]3[C:12](=[CH:13][CH:14]=[C:15]([C:18]#[N:19])[CH:16]=3)[NH:11][N:10]=2)=[CH:7][CH:8]=1. The yield is 0.710. (2) The reactants are [CH2:1]([C:3]1[S:29][C:6]2[N:7]([CH2:13][C:14]3[CH:19]=[CH:18][C:17]([C:20]4[C:21]([C:26]#[N:27])=[CH:22][CH:23]=[CH:24][CH:25]=4)=[CH:16][C:15]=3[F:28])[C:8](=[O:12])[NH:9][C:10](=[O:11])[C:5]=2[CH:4]=1)[CH3:2].[CH3:30][C:31]1([CH3:43])[CH2:35][C:34]2[CH:36]=[C:37](B(O)O)[CH:38]=[CH:39][C:33]=2[O:32]1.C(N(CC)CC)C.N1C=CC=CC=1. The catalyst is ClCCl.C(OCC)(=O)C.C([O-])(=O)C.[Cu+2].C([O-])(=O)C. The product is [CH3:30][C:31]1([CH3:43])[CH2:35][C:34]2[CH:36]=[C:37]([N:9]3[C:10](=[O:11])[C:5]4[CH:4]=[C:3]([CH2:1][CH3:2])[S:29][C:6]=4[N:7]([CH2:13][C:14]4[CH:19]=[CH:18][C:17]([C:20]5[C:21]([C:26]#[N:27])=[CH:22][CH:23]=[CH:24][CH:25]=5)=[CH:16][C:15]=4[F:28])[C:8]3=[O:12])[CH:38]=[CH:39][C:33]=2[O:32]1. The yield is 0.790.